From a dataset of Catalyst prediction with 721,799 reactions and 888 catalyst types from USPTO. Predict which catalyst facilitates the given reaction. (1) Reactant: [CH2:1]([O:3][C:4]([C:6]1[NH:7][C:8]2[C:13]([C:14]=1[CH2:15][CH2:16][CH2:17][NH:18][C:19]([O:21][C:22]([CH3:25])([CH3:24])[CH3:23])=[O:20])=[CH:12][C:11]([N+:26]([O-])=O)=[CH:10][CH:9]=2)=[O:5])[CH3:2].[H][H]. Product: [CH2:1]([O:3][C:4]([C:6]1[NH:7][C:8]2[C:13]([C:14]=1[CH2:15][CH2:16][CH2:17][NH:18][C:19]([O:21][C:22]([CH3:25])([CH3:24])[CH3:23])=[O:20])=[CH:12][C:11]([NH2:26])=[CH:10][CH:9]=2)=[O:5])[CH3:2]. The catalyst class is: 19. (2) Reactant: [Br:1][CH2:2][CH2:3][CH2:4][CH2:5][CH2:6][CH2:7][CH2:8][CH2:9][CH2:10][CH2:11][C:12]([OH:14])=[O:13].[CH3:15]O. The catalyst class is: 33. Product: [Br:1][CH2:2][CH2:3][CH2:4][CH2:5][CH2:6][CH2:7][CH2:8][CH2:9][CH2:10][CH2:11][C:12]([O:14][CH3:15])=[O:13]. (3) Reactant: C([N:14]1[CH2:17][CH:16]([N:18]2[CH2:23][CH2:22][N:21]([C:24](=[O:29])[C:25]([F:28])([F:27])[F:26])[CH2:20][CH2:19]2)[CH2:15]1)(C1C=CC=CC=1)C1C=CC=CC=1.ClC(OC(Cl)C)=O.CO.C(OCC)C. Product: [NH:14]1[CH2:15][CH:16]([N:18]2[CH2:19][CH2:20][N:21]([C:24](=[O:29])[C:25]([F:26])([F:27])[F:28])[CH2:22][CH2:23]2)[CH2:17]1. The catalyst class is: 2.